The task is: Predict the reactants needed to synthesize the given product.. This data is from Full USPTO retrosynthesis dataset with 1.9M reactions from patents (1976-2016). (1) Given the product [CH3:1][O:2][CH:3]1[CH2:4][C:5]2[NH:9][C:8]([C:10]3[C:11]([CH3:20])=[CH:12][C:13]([CH3:19])=[C:14]([CH:18]=3)[C:15]([N:23]3[CH2:28][CH2:27][CH:26]([C:29]4[CH:36]=[CH:35][C:32]([C:33]#[N:34])=[CH:31][CH:30]=4)[CH2:25][CH2:24]3)=[O:16])=[N:7][C:6]=2[CH2:21]1, predict the reactants needed to synthesize it. The reactants are: [CH3:1][O:2][CH:3]1[CH2:21][C:6]2[NH:7][C:8]([C:10]3[C:11]([CH3:20])=[CH:12][C:13]([CH3:19])=[C:14]([CH:18]=3)[C:15](O)=[O:16])=[N:9][C:5]=2[CH2:4]1.Cl.[NH:23]1[CH2:28][CH2:27][CH:26]([C:29]2[CH:36]=[CH:35][C:32]([C:33]#[N:34])=[CH:31][CH:30]=2)[CH2:25][CH2:24]1.CCN=C=NCCCN(C)C.Cl. (2) Given the product [CH3:1][O:2][C:3]1[CH:4]=[CH:5][C:6]([C:7]([N:9]2[C:18]3[C:13](=[CH:14][CH:15]=[CH:16][CH:17]=3)[C@H:12]([N:19]([C:20]3[CH:21]=[CH:22][N:23]=[CH:24][CH:25]=3)[C:38](=[O:40])[CH3:39])[CH2:11][C@@H:10]2[CH3:26])=[O:8])=[CH:27][CH:28]=1, predict the reactants needed to synthesize it. The reactants are: [CH3:1][O:2][C:3]1[CH:28]=[CH:27][C:6]([C:7]([N:9]2[C:18]3[C:13](=[CH:14][CH:15]=[CH:16][CH:17]=3)[C@H:12]([NH:19][C:20]3[CH:25]=[CH:24][N:23]=[CH:22][CH:21]=3)[CH2:11][C@@H:10]2[CH3:26])=[O:8])=[CH:5][CH:4]=1.C(N(C(C)C)CC)(C)C.[C:38](Cl)(=[O:40])[CH3:39]. (3) Given the product [Br:1][C:2]1[C:3]([F:10])=[C:4]([CH:5]([C:15]2[CH:16]=[CH:17][C:12]([F:11])=[CH:13][CH:14]=2)[OH:6])[CH:7]=[CH:8][CH:9]=1, predict the reactants needed to synthesize it. The reactants are: [Br:1][C:2]1[C:3]([F:10])=[C:4]([CH:7]=[CH:8][CH:9]=1)[CH:5]=[O:6].[F:11][C:12]1[CH:17]=[CH:16][C:15]([Mg]Br)=[CH:14][CH:13]=1. (4) Given the product [CH3:34][O:1][C:2]1[CH:3]=[C:4]([C:20]([NH:22][CH2:23][C:24]2[CH:25]=[CH:26][C:27]([S:30]([CH3:33])(=[O:31])=[O:32])=[CH:28][CH:29]=2)=[O:21])[C:5](=[O:19])[N:6]([C:9]2[CH:14]=[CH:13][CH:12]=[C:11]([C:15]([F:16])([F:18])[F:17])[CH:10]=2)[C:7]=1[CH3:8], predict the reactants needed to synthesize it. The reactants are: [OH:1][C:2]1[CH:3]=[C:4]([C:20]([NH:22][CH2:23][C:24]2[CH:29]=[CH:28][C:27]([S:30]([CH3:33])(=[O:32])=[O:31])=[CH:26][CH:25]=2)=[O:21])[C:5](=[O:19])[N:6]([C:9]2[CH:14]=[CH:13][CH:12]=[C:11]([C:15]([F:18])([F:17])[F:16])[CH:10]=2)[C:7]=1[CH3:8].[C:34]([O-])([O-])=O.[K+].[K+].IC. (5) Given the product [CH3:13][O:12][C:8]1[CH:7]=[C:6]2[C:11](=[CH:10][CH:9]=1)[C:2]([NH:27][C:23]1[CH:22]=[N:21][CH:26]=[CH:25][CH:24]=1)=[N:3][C:4]([NH:14][C:15]1[CH:19]=[C:18]([CH3:20])[NH:17][N:16]=1)=[CH:5]2, predict the reactants needed to synthesize it. The reactants are: Cl[C:2]1[C:11]2[C:6](=[CH:7][C:8]([O:12][CH3:13])=[CH:9][CH:10]=2)[CH:5]=[C:4]([NH:14][C:15]2[CH:19]=[C:18]([CH3:20])[NH:17][N:16]=2)[N:3]=1.[N:21]1[CH:26]=[CH:25][CH:24]=[C:23]([NH2:27])[CH:22]=1. (6) Given the product [CH3:19][O:18][C:11]1[CH:12]=[CH:13][CH:14]=[C:15]([O:16][CH3:17])[C:10]=1[CH:2]1[N:1]([CH2:31][C:29]2[CH:28]=[N:27][N:26]([C:20]3[CH:21]=[CH:22][CH:23]=[CH:24][CH:25]=3)[CH:30]=2)[C:6](=[O:8])[CH2:5][CH2:4][CH2:3]1, predict the reactants needed to synthesize it. The reactants are: [NH2:1][CH:2]([C:10]1[C:15]([O:16][CH3:17])=[CH:14][CH:13]=[CH:12][C:11]=1[O:18][CH3:19])[CH2:3][CH2:4][CH2:5][C:6]([O:8]C)=O.[C:20]1([N:26]2[CH:30]=[C:29]([CH:31]=O)[CH:28]=[N:27]2)[CH:25]=[CH:24][CH:23]=[CH:22][CH:21]=1.